Dataset: Peptide-MHC class II binding affinity with 134,281 pairs from IEDB. Task: Regression. Given a peptide amino acid sequence and an MHC pseudo amino acid sequence, predict their binding affinity value. This is MHC class II binding data. The peptide sequence is PEVKYAVFEAALTKA. The MHC is DRB1_1101 with pseudo-sequence DRB1_1101. The binding affinity (normalized) is 0.560.